From a dataset of Full USPTO retrosynthesis dataset with 1.9M reactions from patents (1976-2016). Predict the reactants needed to synthesize the given product. (1) Given the product [C:12]([O:11][C:9]([NH:8][C@@H:4]([CH2:3][CH:2]=[CH2:1])[C:5]([OH:7])=[O:6])=[O:10])([CH3:15])([CH3:14])[CH3:13], predict the reactants needed to synthesize it. The reactants are: [CH2:1]=[CH:2][CH2:3][C@H:4]([NH2:8])[C:5]([OH:7])=[O:6].[C:9](O[C:9]([O:11][C:12]([CH3:15])([CH3:14])[CH3:13])=[O:10])([O:11][C:12]([CH3:15])([CH3:14])[CH3:13])=[O:10].C(=O)(O)[O-].[Na+].Cl. (2) Given the product [Cl:1][C:2]1[CH:7]=[CH:6][C:5]([C:8]2[N:12]([CH2:40][CH:39]([OH:41])[C:38]([F:43])([F:42])[F:37])[C:11](=[O:13])[N:10]([CH2:14][C:15]([NH:17][C:18]([CH3:30])([C:20]3[CH:25]=[CH:24][CH:23]=[C:22]([C:26]([F:27])([F:28])[F:29])[CH:21]=3)[CH3:19])=[O:16])[N:9]=2)=[CH:4][CH:3]=1, predict the reactants needed to synthesize it. The reactants are: [Cl:1][C:2]1[CH:7]=[CH:6][C:5]([C:8]2[NH:12][C:11](=[O:13])[N:10]([CH2:14][C:15]([NH:17][C:18]([CH3:30])([C:20]3[CH:25]=[CH:24][CH:23]=[C:22]([C:26]([F:29])([F:28])[F:27])[CH:21]=3)[CH3:19])=[O:16])[N:9]=2)=[CH:4][CH:3]=1.C(=O)([O-])[O-].[Cs+].[Cs+].[F:37][C:38]([F:43])([F:42])[CH:39]1[O:41][CH2:40]1. (3) The reactants are: [F:1][C:2]1[C:14]([Sn](C)(C)C)=[CH:13][C:5]2[CH2:6][C:7](=[O:12])[CH:8]3[CH2:11][CH:10]([C:4]=2[CH:3]=1)[CH2:9]3.[I:19]I.BrC1C(F)=CC2C3CC(C(=O)CC=2C=1)C3.[SnH4]. Given the product [F:1][C:2]1[C:14]([I:19])=[CH:13][C:5]2[CH2:6][C:7](=[O:12])[CH:8]3[CH2:11][CH:10]([C:4]=2[CH:3]=1)[CH2:9]3, predict the reactants needed to synthesize it. (4) Given the product [CH3:38][O:37][C:34]1[CH:33]=[CH:32][C:31]([CH2:30][N:8]([CH2:7][C:6]2[CH:5]=[CH:4][C:3]([O:2][CH3:1])=[CH:40][CH:39]=2)[C:9]2[N:10]=[CH:11][C:12]([C:15]3[C:16]4[CH2:29][CH2:28][N:27]([C:46]5[CH:47]=[CH:42][CH:43]=[C:44]([S:48]([N:51]6[CH2:56][CH2:55][O:54][CH2:53][CH2:52]6)(=[O:50])=[O:49])[CH:45]=5)[C:17]=4[N:18]=[C:19]([N:21]4[CH2:26][CH2:25][O:24][CH2:23][CH2:22]4)[N:20]=3)=[CH:13][N:14]=2)=[CH:36][CH:35]=1, predict the reactants needed to synthesize it. The reactants are: [CH3:1][O:2][C:3]1[CH:40]=[CH:39][C:6]([CH2:7][N:8]([CH2:30][C:31]2[CH:36]=[CH:35][C:34]([O:37][CH3:38])=[CH:33][CH:32]=2)[C:9]2[N:14]=[CH:13][C:12]([C:15]3[C:16]4[CH2:29][CH2:28][NH:27][C:17]=4[N:18]=[C:19]([N:21]4[CH2:26][CH2:25][O:24][CH2:23][CH2:22]4)[N:20]=3)=[CH:11][N:10]=2)=[CH:5][CH:4]=1.Br[C:42]1[CH:43]=[C:44]([S:48]([N:51]2[CH2:56][CH2:55][O:54][CH2:53][CH2:52]2)(=[O:50])=[O:49])[CH:45]=[CH:46][CH:47]=1. (5) Given the product [N:1]1[CH:12]=[CH:13][N:10]2[CH:9]=[CH:8][CH:7]=[C:3]([C:4]([OH:6])=[O:5])[C:2]=12, predict the reactants needed to synthesize it. The reactants are: [NH2:1][C:2]1[N:10]=[CH:9][CH:8]=[CH:7][C:3]=1[C:4]([OH:6])=[O:5].Br[CH2:12][CH:13](OCC)OCC. (6) The reactants are: F[C:2]1[CH:9]=[CH:8][C:7]([N+:10]([O-:12])=[O:11])=[CH:6][C:3]=1[C:4]#[N:5].[NH2:13][C:14]1[CH:19]=[CH:18][CH:17]=[CH:16][C:15]=1[C:20]1[CH:25]=[CH:24][CH:23]=[CH:22][CH:21]=1.CC(C)([O-])C.[K+]. Given the product [C:15]1([C:20]2[CH:21]=[CH:22][CH:23]=[CH:24][CH:25]=2)[CH:16]=[CH:17][CH:18]=[CH:19][C:14]=1[NH:13][C:2]1[CH:9]=[CH:8][C:7]([N+:10]([O-:12])=[O:11])=[CH:6][C:3]=1[C:4]#[N:5], predict the reactants needed to synthesize it.